Dataset: CYP2C19 inhibition data for predicting drug metabolism from PubChem BioAssay. Task: Regression/Classification. Given a drug SMILES string, predict its absorption, distribution, metabolism, or excretion properties. Task type varies by dataset: regression for continuous measurements (e.g., permeability, clearance, half-life) or binary classification for categorical outcomes (e.g., BBB penetration, CYP inhibition). Dataset: cyp2c19_veith. (1) The compound is CCNc1ncc2nc(-c3ccc(OC)cc3)c(=O)n(CCC#N)c2n1. The result is 0 (non-inhibitor). (2) The molecule is CCCCNC(=O)CSc1nc2ccccc2c(=O)n1CCNC(C)=O. The result is 1 (inhibitor). (3) The drug is COC(=O)CSC1=C(C#N)C(c2cccc(F)c2)CC(=O)N1. The result is 1 (inhibitor).